From a dataset of Full USPTO retrosynthesis dataset with 1.9M reactions from patents (1976-2016). Predict the reactants needed to synthesize the given product. The reactants are: [C:1](Cl)(Cl)=[S:2].[CH3:5][C:6]([C:9]1[CH:10]=[C:11]([O:15][C:16]2[C:22]([CH3:23])=[CH:21][C:19]([NH2:20])=[C:18]([CH3:24])[CH:17]=2)[CH:12]=[CH:13][CH:14]=1)([CH3:8])[CH3:7].C(=O)(O)[O-].[Na+]. Given the product [CH3:8][C:6]([C:9]1[CH:10]=[C:11]([O:15][C:16]2[CH:17]=[C:18]([CH3:24])[C:19]([N:20]=[C:1]=[S:2])=[CH:21][C:22]=2[CH3:23])[CH:12]=[CH:13][CH:14]=1)([CH3:5])[CH3:7], predict the reactants needed to synthesize it.